Task: Binary Classification. Given a drug SMILES string, predict its activity (active/inactive) in a high-throughput screening assay against a specified biological target.. Dataset: KCNQ2 potassium channel screen with 302,405 compounds (1) The compound is S(CC(=O)N1CCOCC1)c1n(c(O)c(CCCC)c(=O)n1)c1ccc(OC)cc1. The result is 0 (inactive). (2) The result is 0 (inactive). The compound is s1c(C2OC(=O)C3(CCCCC3)C(=O)C2(C)C)ccc1. (3) The compound is S(c1[nH]c2nc(cc(c2c(=O)n1)C(OCC)=O)c1ccc(OC(F)F)cc1)C. The result is 0 (inactive).